From a dataset of Catalyst prediction with 721,799 reactions and 888 catalyst types from USPTO. Predict which catalyst facilitates the given reaction. (1) Reactant: [Cl:1][C:2]1[CH:32]=[CH:31][CH:30]=[C:29]([C:33]([F:36])([F:35])[F:34])[C:3]=1[C:4]([N:6]1[C:14]2[C:9](=[N:10][CH:11]=[C:12]([C:15]([OH:17])=O)[CH:13]=2)[C:8]([C:18]2[CH:23]=[CH:22][C:21]([C:24]([O:26][CH3:27])=[O:25])=[CH:20][C:19]=2[F:28])=[N:7]1)=[O:5].[CH3:37][O:38][NH:39][CH3:40].CN(C(ON1N=NC2C=CC=NC1=2)=[N+](C)C)C.F[P-](F)(F)(F)(F)F. Product: [Cl:1][C:2]1[CH:32]=[CH:31][CH:30]=[C:29]([C:33]([F:36])([F:35])[F:34])[C:3]=1[C:4]([N:6]1[C:14]2[C:9](=[N:10][CH:11]=[C:12]([C:15](=[O:17])[N:39]([O:38][CH3:37])[CH3:40])[CH:13]=2)[C:8]([C:18]2[CH:23]=[CH:22][C:21]([C:24]([O:26][CH3:27])=[O:25])=[CH:20][C:19]=2[F:28])=[N:7]1)=[O:5]. The catalyst class is: 91. (2) Reactant: [NH:1]1[C@@H:9]2[C@H:4]([CH2:5][CH2:6][CH2:7][CH2:8]2)[CH2:3][CH:2]1[C:10]([OH:12])=[O:11].[C:13]1([CH3:23])[CH:18]=[CH:17][C:16]([S:19]([OH:22])(=[O:21])=[O:20])=[CH:15][CH:14]=1.C(O)C1C=CC=CC=1. Product: [CH2:23]([O:11][C:10]([CH:2]1[CH2:3][C@@H:4]2[C@H:9]([CH2:8][CH2:7][CH2:6][CH2:5]2)[NH:1]1)=[O:12])[C:13]1[CH:18]=[CH:17][CH:16]=[CH:15][CH:14]=1.[CH3:23][C:13]1[CH:18]=[CH:17][C:16]([S:19]([OH:22])(=[O:21])=[O:20])=[CH:15][CH:14]=1. The catalyst class is: 11. (3) Reactant: [Br:1][C:2]1[CH:8]=[CH:7][C:5]([NH2:6])=[C:4]([CH3:9])[CH:3]=1.F[C:11]1[CH:12]=[N:13][CH:14]=[CH:15][C:16]=1[C:17]([OH:19])=[O:18].[Li+].C[Si]([N-][Si](C)(C)C)(C)C. Product: [Br:1][C:2]1[CH:8]=[CH:7][C:5]([NH:6][C:15]2[CH:14]=[N:13][CH:12]=[CH:11][C:16]=2[C:17]([OH:19])=[O:18])=[C:4]([CH3:9])[CH:3]=1. The catalyst class is: 1. (4) Reactant: [H-].[Li+].[Al+3].[H-].[H-].[H-].[NH2:7][C:8]1[C:13]([C:14]2[O:15][C:16]3[C:22]([C:23](OC)=[O:24])=[CH:21][CH:20]=[CH:19][C:17]=3[N:18]=2)=[CH:12][C:11]([C:27]2[CH:28]=[N:29][N:30]([CH:32]3[CH2:37][CH2:36][N:35]([C:38]([O:40][C:41]([CH3:44])([CH3:43])[CH3:42])=[O:39])[CH2:34][CH2:33]3)[CH:31]=2)=[CH:10][N:9]=1.N. Product: [NH2:7][C:8]1[N:9]=[CH:10][C:11]([C:27]2[CH:28]=[N:29][N:30]([CH:32]3[CH2:37][CH2:36][N:35]([C:38]([O:40][C:41]([CH3:44])([CH3:42])[CH3:43])=[O:39])[CH2:34][CH2:33]3)[CH:31]=2)=[CH:12][C:13]=1[C:14]1[O:15][C:16]2[C:22]([CH2:23][OH:24])=[CH:21][CH:20]=[CH:19][C:17]=2[N:18]=1. The catalyst class is: 1.